From a dataset of Catalyst prediction with 721,799 reactions and 888 catalyst types from USPTO. Predict which catalyst facilitates the given reaction. (1) Reactant: [CH:1]1([N:6]2[C:15]3[N:14]=[C:13]([NH:16][CH:17]4[CH2:21][C:20]5=[C:22]([C:26]([OH:28])=O)[CH:23]=[CH:24]C=C5O4)[N:12]=[CH:11][C:10]=3[N:9]([CH3:29])[C:8](=[O:30])[C@H:7]2[CH2:31][CH3:32])[CH2:5][CH2:4][CH2:3][CH2:2]1.F[B-](F)(F)F.N1([O:47][C:48](N(C)C)=[N+](C)C)C2C=CC=CC=2N=N1.[CH:55](N(C(C)C)CC)(C)C.[CH3:64][O:65][C@H:66]([CH2:69][N:70]1[CH2:75][CH2:74][N:73]([CH3:76])[CH2:72][CH2:71]1)[CH2:67][NH2:68].C(=O)([O-])[O-].[Na+].[Na+]. Product: [CH:1]1([N:6]2[C:15]3[N:14]=[C:13]([NH:16][C:17]4[CH:24]=[CH:23][C:22]([C:26]([NH:68][CH2:67][C@H:66]([O:65][CH3:64])[CH2:69][N:70]5[CH2:71][CH2:72][N:73]([CH3:76])[CH2:74][CH2:75]5)=[O:28])=[C:20]5[C:21]=4[O:47][CH2:48][CH2:55]5)[N:12]=[CH:11][C:10]=3[N:9]([CH3:29])[C:8](=[O:30])[C@H:7]2[CH2:31][CH3:32])[CH2:5][CH2:4][CH2:3][CH2:2]1. The catalyst class is: 4. (2) Reactant: C(OC([N:8]1[C:16]2[C:11](=[CH:12][CH:13]=[CH:14][CH:15]=2)[CH:10]=[C:9]1[C:17]1[CH:22]=[C:21]([C:23]([F:26])([F:25])[F:24])[CH:20]=[C:19]([S:27](=[O:36])(=[O:35])[NH:28][CH:29]2[CH2:34][CH2:33][CH2:32][CH2:31][CH2:30]2)[CH:18]=1)=O)(C)(C)C. Product: [CH:29]1([NH:28][S:27]([C:19]2[CH:20]=[C:21]([C:23]([F:26])([F:25])[F:24])[CH:22]=[C:17]([C:9]3[NH:8][C:16]4[C:11]([CH:10]=3)=[CH:12][CH:13]=[CH:14][CH:15]=4)[CH:18]=2)(=[O:35])=[O:36])[CH2:34][CH2:33][CH2:32][CH2:31][CH2:30]1. The catalyst class is: 67. (3) The catalyst class is: 14. Reactant: BrC1C=NN(C)C=1[C:7]1[CH:12]=[C:11]([N+:13]([O-])=O)[CH:10]=[CH:9][C:8]=1[O:16][CH3:17].O.O.Cl[Sn]Cl.CCOC(C)=O.CCCCCC. Product: [CH3:17][O:16][C:8]1[CH:9]=[CH:10][C:11]([NH2:13])=[CH:12][CH:7]=1.